This data is from Retrosynthesis with 50K atom-mapped reactions and 10 reaction types from USPTO. The task is: Predict the reactants needed to synthesize the given product. (1) Given the product O=C(O)c1ccc(OCc2ccccc2)cc1, predict the reactants needed to synthesize it. The reactants are: COC(=O)c1ccc(OCc2ccccc2)cc1. (2) Given the product COc1c(C)c(Cl)nc(Cn2ncc3c(Cl)nc(N)nc32)c1C, predict the reactants needed to synthesize it. The reactants are: COc1c(C)c(Cl)nc(CCl)c1C.Nc1nc(Cl)c2cn[nH]c2n1. (3) Given the product CCOC(=O)/C=C/c1ccc2cc(OCc3ccccc3)ccc2c1, predict the reactants needed to synthesize it. The reactants are: CCOC(=O)CP(=O)(OCC)OCC.O=Cc1ccc2cc(OCc3ccccc3)ccc2c1. (4) Given the product NNC(=O)Cc1c[nH]cn1, predict the reactants needed to synthesize it. The reactants are: COC(=O)Cc1c[nH]cn1.NN. (5) Given the product CCNC(=O)NCC(CO)c1cccc2ccc(OC)cc12, predict the reactants needed to synthesize it. The reactants are: CCN=C=O.COc1ccc2cccc(C(CN)CO)c2c1.